Dataset: Catalyst prediction with 721,799 reactions and 888 catalyst types from USPTO. Task: Predict which catalyst facilitates the given reaction. Reactant: C[O:2][C:3](=[O:22])[C:4]1[CH:9]=[C:8]([CH:10]2[CH2:15][CH2:14][CH2:13][CH2:12][CH2:11]2)[C:7]([O:16][CH2:17][C:18]([F:21])([F:20])[F:19])=[N:6][CH:5]=1.C1COCC1.O.[OH-].[Li+].Cl. Product: [CH:10]1([C:8]2[C:7]([O:16][CH2:17][C:18]([F:21])([F:19])[F:20])=[N:6][CH:5]=[C:4]([CH:9]=2)[C:3]([OH:22])=[O:2])[CH2:11][CH2:12][CH2:13][CH2:14][CH2:15]1. The catalyst class is: 6.